Dataset: Reaction yield outcomes from USPTO patents with 853,638 reactions. Task: Predict the reaction yield, written as a fraction of the theoretical maximum amount of product (1.0 means a 100% yield; for example, 0.34 means a 34% yield). The reactants are FC(F)(F)C(O)=O.ClCCl.[NH2:11][C:12]1[N:17]=[CH:16][N:15]=[C:14]2[N:18]([CH:22]3[CH2:27][CH2:26][N:25](C(OC(C)(C)C)=O)[CH2:24][CH2:23]3)[N:19]=[C:20]([I:21])[C:13]=12. The catalyst is ClCCl. The product is [I:21][C:20]1[C:13]2[C:14](=[N:15][CH:16]=[N:17][C:12]=2[NH2:11])[N:18]([CH:22]2[CH2:27][CH2:26][NH:25][CH2:24][CH2:23]2)[N:19]=1. The yield is 0.970.